This data is from Catalyst prediction with 721,799 reactions and 888 catalyst types from USPTO. The task is: Predict which catalyst facilitates the given reaction. (1) Reactant: Cl.[CH3:2][O:3][CH2:4][C:5](=[NH:7])[NH2:6].C[O-].[Na+].[C:11]([C:13]1[CH:18]=[CH:17][CH:16]=[CH:15][C:14]=1[C:19]1[CH:24]=[CH:23][C:22]([CH2:25][CH:26]([C:31](=O)[CH2:32][CH2:33][CH2:34][CH3:35])[C:27](OC)=[O:28])=[CH:21][CH:20]=1)#[N:12]. Product: [CH2:32]([C:31]1[N:7]=[C:5]([CH2:4][O:3][CH3:2])[NH:6][C:27](=[O:28])[C:26]=1[CH2:25][C:22]1[CH:21]=[CH:20][C:19]([C:14]2[C:13]([C:11]#[N:12])=[CH:18][CH:17]=[CH:16][CH:15]=2)=[CH:24][CH:23]=1)[CH2:33][CH2:34][CH3:35]. The catalyst class is: 71. (2) Reactant: [F:1][C:2]1[CH:35]=[CH:34][C:5]([C:6](/[N:8]=[C:9]2/[N:10]([C@H:22]3[CH2:27][CH2:26][C@@H:25]([C:28](=[O:33])[NH:29][CH:30]([CH3:32])[CH3:31])[CH2:24][CH2:23]3)[C:11]3[CH:16]=[C:15]([O:17][CH2:18][CH2:19][OH:20])[N:14]=[CH:13][C:12]=3[NH:21]/2)=[O:7])=[CH:4][CH:3]=1.CC(OI1(OC(C)=O)(OC(C)=O)OC(=O)C2C=CC=CC1=2)=O. Product: [F:1][C:2]1[CH:3]=[CH:4][C:5]([C:6](/[N:8]=[C:9]2/[N:10]([C@H:22]3[CH2:23][CH2:24][C@@H:25]([C:28](=[O:33])[NH:29][CH:30]([CH3:31])[CH3:32])[CH2:26][CH2:27]3)[C:11]3[CH:16]=[C:15]([O:17][CH2:18][CH:19]=[O:20])[N:14]=[CH:13][C:12]=3[NH:21]/2)=[O:7])=[CH:34][CH:35]=1. The catalyst class is: 2. (3) Reactant: [NH2:1][C@H:2]1[CH2:7][CH2:6][C@H:5]([CH2:8][NH:9][C:10]2[C:15]([N+:16]([O-:18])=[O:17])=[CH:14][N:13]=[C:12]([NH:19][CH2:20][C:21]3[CH:26]=[CH:25][CH:24]=[CH:23][C:22]=3[O:27][C:28]([F:31])([F:30])[F:29])[N:11]=2)[CH2:4][CH2:3]1.[CH2:32]([N:34]=[C:35]=[O:36])[CH3:33]. Product: [CH2:32]([NH:34][C:35]([NH:1][C@H:2]1[CH2:3][CH2:4][C@H:5]([CH2:8][NH:9][C:10]2[C:15]([N+:16]([O-:18])=[O:17])=[CH:14][N:13]=[C:12]([NH:19][CH2:20][C:21]3[CH:26]=[CH:25][CH:24]=[CH:23][C:22]=3[O:27][C:28]([F:30])([F:31])[F:29])[N:11]=2)[CH2:6][CH2:7]1)=[O:36])[CH3:33]. The catalyst class is: 3. (4) Reactant: [CH2:1]([N:8]1[CH2:13][CH2:12][C:11]([C:21]2[S:22][CH:23]=[C:24]([CH3:26])[N:25]=2)([NH:14][C:15]2[CH:20]=[CH:19][CH:18]=[CH:17][CH:16]=2)[CH2:10][CH2:9]1)[C:2]1[CH:7]=[CH:6][CH:5]=[CH:4][CH:3]=1.C(N(CC)CC)C.[F:34][C:35]([F:40])([F:39])[C:36](O)=[O:37]. Product: [CH2:1]([N:8]1[CH2:13][CH2:12][C:11]([N:14]([C:15]2[CH:16]=[CH:17][CH:18]=[CH:19][CH:20]=2)[C:36](=[O:37])[C:35]([F:40])([F:39])[F:34])([C:21]2[S:22][CH:23]=[C:24]([CH3:26])[N:25]=2)[CH2:10][CH2:9]1)[C:2]1[CH:7]=[CH:6][CH:5]=[CH:4][CH:3]=1. The catalyst class is: 4.